The task is: Binary Classification. Given a T-cell receptor sequence (or CDR3 region) and an epitope sequence, predict whether binding occurs between them.. This data is from TCR-epitope binding with 47,182 pairs between 192 epitopes and 23,139 TCRs. (1) The epitope is ISDYDYYRY. The TCR CDR3 sequence is CASSSPGQHNEQFF. Result: 0 (the TCR does not bind to the epitope). (2) The epitope is SEPVLKGVKL. The TCR CDR3 sequence is CSVLEGDYDEQYF. Result: 1 (the TCR binds to the epitope). (3) The epitope is GLIYNRMGAVTTEV. The TCR CDR3 sequence is CASSQGQITGELFF. Result: 0 (the TCR does not bind to the epitope). (4) The epitope is TTLPVNVAF. The TCR CDR3 sequence is CASSVAYPLAGGRLETQYF. Result: 0 (the TCR does not bind to the epitope). (5) The epitope is FLPRVFSAV. The TCR CDR3 sequence is RASSIYLAGGTDTQYF. Result: 1 (the TCR binds to the epitope). (6) The TCR CDR3 sequence is CASSHGTVSTDTQYF. The epitope is QARQMVQAMRTIGTHP. Result: 0 (the TCR does not bind to the epitope).